This data is from Full USPTO retrosynthesis dataset with 1.9M reactions from patents (1976-2016). The task is: Predict the reactants needed to synthesize the given product. (1) Given the product [C:1]([O:4][C:5]1[CH:10]=[CH:9][CH:8]=[C:7]([C:22]#[C:21][CH2:20][CH2:19][OH:23])[CH:6]=1)(=[O:3])[CH3:2], predict the reactants needed to synthesize it. The reactants are: [C:1]([O:4][C:5]1[CH:10]=[CH:9][CH:8]=[C:7](I)[CH:6]=1)(=[O:3])[CH3:2].C(N(CC)CC)C.[CH2:19]([OH:23])[CH2:20][C:21]#[CH:22]. (2) Given the product [CH3:35][O:34][C:32]([C@@H:31]([NH:30][C:2](=[O:4])[O:13][CH2:14][CH2:15][N:16]1[CH2:21][CH2:20][N:19]([C:22]([O:24][C:25]([CH3:28])([CH3:27])[CH3:26])=[O:23])[CH2:18][CH2:17]1)[CH2:36][C:37]1[CH:38]=[CH:39][C:40]([O:43][C:44]([CH3:47])([CH3:46])[CH3:45])=[CH:41][CH:42]=1)=[O:33], predict the reactants needed to synthesize it. The reactants are: Cl[C:2](Cl)([O:4]C(=O)OC(Cl)(Cl)Cl)Cl.[OH:13][CH2:14][CH2:15][N:16]1[CH2:21][CH2:20][N:19]([C:22]([O:24][C:25]([CH3:28])([CH3:27])[CH3:26])=[O:23])[CH2:18][CH2:17]1.Cl.[NH2:30][C@@H:31]([CH2:36][C:37]1[CH:42]=[CH:41][C:40]([O:43][C:44]([CH3:47])([CH3:46])[CH3:45])=[CH:39][CH:38]=1)[C:32]([O:34][CH3:35])=[O:33].C([O-])(O)=O.[Na+]. (3) Given the product [NH2:2][CH2:3][CH2:4][C:5]1[CH:12]=[CH:11][C:9]([OH:10])=[C:7]([OH:8])[CH:6]=1, predict the reactants needed to synthesize it. The reactants are: Cl.[NH2:2][CH2:3][CH2:4][C:5]1[CH:12]=[CH:11][C:9]([OH:10])=[C:7]([OH:8])[CH:6]=1.C1C=CC2N(O)N=NC=2C=1.CN(C(ON1N=NC2C=CC=CC1=2)=[N+](C)C)C.F[P-](F)(F)(F)(F)F.CCN(CC)CC. (4) The reactants are: [CH:1]1([C:6]([O:8][CH3:9])=[O:7])[CH2:5][CH2:4][CH2:3][CH2:2]1.[Li+].[CH3:11]C([N-]C(C)C)C.CI. Given the product [CH3:11][C:1]1([C:6]([O:8][CH3:9])=[O:7])[CH2:5][CH2:4][CH2:3][CH2:2]1, predict the reactants needed to synthesize it. (5) Given the product [C:18]([C:17]1[C@@H:13]([C:5]2[CH:6]=[CH:7][CH:8]=[C:9]3[C:4]=2[O:3][C:2]([CH3:1])=[CH:11][C:10]3=[O:12])[C:24]([C:25]([O:27][C@H:28]2[CH2:32][C:31](=[O:33])[N:30]([CH2:34][C:35]3[CH:40]=[CH:39][CH:38]=[CH:37][CH:36]=3)[C:29]2=[O:41])=[O:26])=[C:23]([CH3:42])[NH:22][C:16]=1[CH3:15])(=[O:20])[CH3:19], predict the reactants needed to synthesize it. The reactants are: [CH3:1][C:2]1[O:3][C:4]2[C:9]([C:10](=[O:12])[CH:11]=1)=[CH:8][CH:7]=[CH:6][C:5]=2[CH:13]=O.[CH3:15][C:16](=O)[CH2:17][C:18](=[O:20])[CH3:19].[NH2:22]/[C:23](/[CH3:42])=[CH:24]/[C:25]([O:27][C@H:28]1[CH2:32][C:31](=[O:33])[N:30]([CH2:34][C:35]2[CH:40]=[CH:39][CH:38]=[CH:37][CH:36]=2)[C:29]1=[O:41])=[O:26].